From a dataset of Full USPTO retrosynthesis dataset with 1.9M reactions from patents (1976-2016). Predict the reactants needed to synthesize the given product. Given the product [CH3:1][C:2]1[CH:7]=[CH:6][CH:5]=[C:4]([CH3:8])[C:3]=1[C:9]1[N:10]=[C:11]([N:19]2[C@H:24]([CH3:25])[CH2:23][N:22]([C:26]([O:28][C:29]([CH3:31])([CH3:30])[CH3:32])=[O:27])[C@@H:21]([CH3:33])[CH2:20]2)[C:12]2[CH2:18][N:17]([C:40]3[CH:45]=[C:44]([CH:46]([CH3:48])[CH3:47])[CH:43]=[CH:42][C:41]=3[CH3:49])[CH2:16][CH2:15][C:13]=2[N:14]=1, predict the reactants needed to synthesize it. The reactants are: [CH3:1][C:2]1[CH:7]=[CH:6][CH:5]=[C:4]([CH3:8])[C:3]=1[C:9]1[N:10]=[C:11]([N:19]2[C@H:24]([CH3:25])[CH2:23][N:22]([C:26]([O:28][C:29]([CH3:32])([CH3:31])[CH3:30])=[O:27])[C@@H:21]([CH3:33])[CH2:20]2)[C:12]2[CH2:18][NH:17][CH2:16][CH2:15][C:13]=2[N:14]=1.FC(F)(F)S(O[C:40]1[CH:45]=[C:44]([CH:46]([CH3:48])[CH3:47])[CH:43]=[CH:42][C:41]=1[CH3:49])(=O)=O.C([O-])([O-])=O.[Cs+].[Cs+].